From a dataset of Full USPTO retrosynthesis dataset with 1.9M reactions from patents (1976-2016). Predict the reactants needed to synthesize the given product. (1) Given the product [Br:14][C:5]1[C:6]2[CH2:10][O:9][C:8](=[O:11])[C:7]=2[CH:12]=[CH:13][C:4]=1[CH2:1][CH:2]=[O:15], predict the reactants needed to synthesize it. The reactants are: [CH2:1]([C:4]1[CH:13]=[CH:12][C:7]2[C:8](=[O:11])[O:9][CH2:10][C:6]=2[C:5]=1[Br:14])[CH:2]=C.[O:15]=[O+][O-].CSC. (2) The reactants are: Br[CH:2]1[CH2:7][CH2:6][CH2:5][CH:4]=[CH:3]1.[CH2:8]([OH:11])[CH2:9][OH:10].C([O-])([O-])=O.[Cs+].[Cs+].CC(=O)OCC. Given the product [CH:2]1([O:10][CH2:9][CH2:8][OH:11])[CH2:7][CH2:6][CH2:5][CH:4]=[CH:3]1, predict the reactants needed to synthesize it. (3) Given the product [N:7]1[N:11]2[CH2:12][CH2:13][CH2:14][NH:15][C:10]2=[C:9]([CH2:16][CH2:17][CH2:18][NH2:20])[CH:8]=1, predict the reactants needed to synthesize it. The reactants are: [H-].[Al+3].[Li+].[H-].[H-].[H-].[N:7]1[N:11]2[CH2:12][CH2:13][CH2:14][NH:15][C:10]2=[C:9]([CH2:16][CH2:17][C:18]([NH2:20])=O)[CH:8]=1.[F-].[K+].O. (4) Given the product [N:38]1([C:26]([C:24]2[N:25]=[C:21]([C:18]3[CH:17]=[CH:16][C:15]([CH2:14][NH:13][C:11](=[O:12])[CH2:10][C:7]4[CH:6]=[CH:5][C:4]([O:3][C:2]([F:29])([F:1])[F:30])=[CH:9][CH:8]=4)=[CH:20][CH:19]=3)[O:22][CH:23]=2)=[O:28])[CH2:44][CH2:45][CH2:46][CH2:41][CH2:42]1, predict the reactants needed to synthesize it. The reactants are: [F:1][C:2]([F:30])([F:29])[O:3][C:4]1[CH:9]=[CH:8][C:7]([CH2:10][C:11]([NH:13][CH2:14][C:15]2[CH:20]=[CH:19][C:18]([C:21]3[O:22][CH:23]=[C:24]([C:26]([OH:28])=O)[N:25]=3)=[CH:17][CH:16]=2)=[O:12])=[CH:6][CH:5]=1.F[P-](F)(F)(F)(F)F.[N:38]1(O[P+](N2CCCC2)(N2CCCC2)N2CCCC2)[C:42]2C=[CH:44][CH:45]=[CH:46][C:41]=2N=N1.CCN(C(C)C)C(C)C.N1CCCCC1. (5) Given the product [CH2:1]([O:3][C:4](=[O:34])[C:5]1[CH:10]=[CH:9][CH:8]=[C:7]([N:11]2[C:15]([CH3:16])=[CH:14][CH:13]=[C:12]2[C:17]2[CH:22]=[C:21]([Cl:23])[CH:20]=[CH:19][C:18]=2[OH:24])[CH:6]=1)[CH3:2], predict the reactants needed to synthesize it. The reactants are: [CH2:1]([O:3][C:4](=[O:34])[C:5]1[CH:10]=[CH:9][CH:8]=[C:7]([N:11]2[C:15]([CH3:16])=[CH:14][CH:13]=[C:12]2[C:17]2[CH:22]=[C:21]([Cl:23])[CH:20]=[CH:19][C:18]=2[O:24]CC2C=CC(OC)=CC=2)[CH:6]=1)[CH3:2]. (6) The reactants are: C(N(C(C)C)CC)(C)C.[S:10]1[N:14]=[CH:13][C:12]([O:15][CH2:16][C@@H:17]2[O:21][C:20](=[O:22])[N:19]([C:23]3[CH:28]=[CH:27][C:26]([C:29]4[CH2:34][CH2:33][N:32](CC5C=CC=CC=5)[CH2:31][CH:30]=4)=[C:25]([F:42])[CH:24]=3)[CH2:18]2)=[N:11]1.[Cl:43]C(OC(Cl)C)=O.C(=O)([O-])N.C(Cl)C1C=CC=CC=1. Given the product [ClH:43].[S:10]1[N:14]=[CH:13][C:12]([O:15][CH2:16][C@@H:17]2[O:21][C:20](=[O:22])[N:19]([C:23]3[CH:28]=[CH:27][C:26]([C:29]4[CH2:34][CH2:33][NH:32][CH2:31][CH:30]=4)=[C:25]([F:42])[CH:24]=3)[CH2:18]2)=[N:11]1, predict the reactants needed to synthesize it. (7) Given the product [C:52]([C:37]1[CH:36]=[CH:35][C:34]([C:31]2[CH:30]=[CH:29][C:28]([C:8]3[N:9]([CH2:19][C:20]([N:22]4[CH2:27][CH2:26][O:25][CH2:24][CH2:23]4)=[O:21])[C:10]4[C:15]([C:7]=3[CH:1]3[CH2:6][CH2:5][CH2:4][CH2:3][CH2:2]3)=[CH:14][CH:13]=[C:12]([C:16]([OH:18])=[O:17])[CH:11]=4)=[CH:33][CH:32]=2)=[CH:39][CH:38]=1)#[N:53], predict the reactants needed to synthesize it. The reactants are: [CH:1]1([C:7]2[C:15]3[C:10](=[CH:11][C:12]([C:16]([OH:18])=[O:17])=[CH:13][CH:14]=3)[N:9]([CH2:19][C:20]([N:22]3[CH2:27][CH2:26][O:25][CH2:24][CH2:23]3)=[O:21])[C:8]=2[C:28]2[CH:33]=[CH:32][C:31]([C:34]3[CH:39]=[CH:38][C:37](N(C)C)=[CH:36][CH:35]=3)=[CH:30][CH:29]=2)[CH2:6][CH2:5][CH2:4][CH2:3][CH2:2]1.COC(C1C=C2C(C(C3CCCCC3)=[C:52](C3C=CC(OS(C(F)(F)F)(=O)=O)=CC=3)[N:53]2CC(N2CCOCC2)=O)=CC=1)=O.C(C1C=CC(B(O)O)=CC=1)#N.